From a dataset of Reaction yield outcomes from USPTO patents with 853,638 reactions. Predict the reaction yield, written as a fraction of the theoretical maximum amount of product (1.0 means a 100% yield; for example, 0.34 means a 34% yield). (1) The reactants are [Br:1][C:2]1[CH:7]=[CH:6][C:5]([N:8]2[CH2:12][C:11](O)([C:13]([O:15][CH2:16][CH3:17])=[O:14])[N:10]=[C:9]2[C:19]([C:22]2[C:27]([Cl:28])=[CH:26][CH:25]=[CH:24][C:23]=2[Cl:29])([CH3:21])[CH3:20])=[C:4]([F:30])[CH:3]=1.C(O)(C(F)(F)F)=O.[OH-].[Na+]. The catalyst is CCO.C(Cl)Cl. The product is [Br:1][C:2]1[CH:7]=[CH:6][C:5]([N:8]2[CH:12]=[C:11]([C:13]([O:15][CH2:16][CH3:17])=[O:14])[N:10]=[C:9]2[C:19]([C:22]2[C:27]([Cl:28])=[CH:26][CH:25]=[CH:24][C:23]=2[Cl:29])([CH3:20])[CH3:21])=[C:4]([F:30])[CH:3]=1. The yield is 0.860. (2) The reactants are C(N)(C)C.C([Li])CCC.[C:10]([O:14][C:15]([N:17]1[CH2:22][CH2:21][CH:20]([C:23]#[N:24])[CH2:19][CH2:18]1)=[O:16])([CH3:13])([CH3:12])[CH3:11].[Cl:25][C:26]1[CH:33]=[CH:32][C:29]([CH2:30]Cl)=[CH:28][CH:27]=1. The catalyst is C1COCC1.O. The product is [C:10]([O:14][C:15]([N:17]1[CH2:22][CH2:21][C:20]([CH2:30][C:29]2[CH:32]=[CH:33][C:26]([Cl:25])=[CH:27][CH:28]=2)([C:23]#[N:24])[CH2:19][CH2:18]1)=[O:16])([CH3:13])([CH3:11])[CH3:12]. The yield is 0.830. (3) The reactants are Br[C:2]1[CH:7]=[CH:6][C:5]([C:8]2([C:11]3[N:15]4[CH2:16][CH2:17][S:18][C:19]([CH2:22][O:23][Si](C(C)(C)C)(C)C)([CH3:21])[CH2:20][C:14]4=[N:13][N:12]=3)[CH2:10][CH2:9]2)=[CH:4][C:3]=1[F:31].[C:32]1(B(O)O)[CH:37]=[CH:36][CH:35]=[CH:34][CH:33]=1.C(=O)([O-])[O-].[K+].[K+].C(=O)([O-])O.[Na+]. The catalyst is C(COC)OC.O.C1C=CC([P]([Pd]([P](C2C=CC=CC=2)(C2C=CC=CC=2)C2C=CC=CC=2)([P](C2C=CC=CC=2)(C2C=CC=CC=2)C2C=CC=CC=2)[P](C2C=CC=CC=2)(C2C=CC=CC=2)C2C=CC=CC=2)(C2C=CC=CC=2)C2C=CC=CC=2)=CC=1. The product is [F:31][C:3]1[CH:4]=[C:5]([C:8]2([C:11]3[N:15]4[CH2:16][CH2:17][S:18][C:19]([CH2:22][OH:23])([CH3:21])[CH2:20][C:14]4=[N:13][N:12]=3)[CH2:9][CH2:10]2)[CH:6]=[CH:7][C:2]=1[C:32]1[CH:37]=[CH:36][CH:35]=[CH:34][CH:33]=1. The yield is 0.340. (4) The reactants are O[C:2]1[C:11]2[CH:10]=[C:9]3[N:12]=[CH:13][S:14][C:8]3=[CH:7][C:6]=2[N:5]=[CH:4][C:3]=1[C:15]#[N:16].[Cl:17][C:18]1[C:24]([O:25][CH3:26])=[CH:23][C:21]([NH2:22])=[C:20]([CH3:27])[CH:19]=1.Cl.N1C=CC=CC=1. The catalyst is P(Cl)(Cl)(Cl)=O.CN(C)C=O. The product is [Cl:17][C:18]1[C:24]([O:25][CH3:26])=[CH:23][C:21]([NH:22][C:13]2[S:14][C:8]3[C:9]([N:12]=2)=[CH:10][C:11]2[CH:2]=[C:3]([C:15]#[N:16])[CH:4]=[N:5][C:6]=2[CH:7]=3)=[C:20]([CH3:27])[CH:19]=1. The yield is 0.160. (5) The reactants are [C:1]([C:4]1[C:5]([O:23][CH3:24])=[C:6]([CH:12]2[CH2:15][N:14]([C:16]([O:18][C:19]([CH3:22])([CH3:21])[CH3:20])=[O:17])[CH2:13]2)[C:7]([CH3:11])=[C:8]([Cl:10])[CH:9]=1)(=[O:3])[CH3:2].[BH4-].[Na+]. The catalyst is CO. The product is [Cl:10][C:8]1[C:7]([CH3:11])=[C:6]([CH:12]2[CH2:13][N:14]([C:16]([O:18][C:19]([CH3:22])([CH3:21])[CH3:20])=[O:17])[CH2:15]2)[C:5]([O:23][CH3:24])=[C:4]([CH:1]([OH:3])[CH3:2])[CH:9]=1. The yield is 1.00. (6) The reactants are [F:1][C:2]1[CH:7]=[CH:6][C:5]([C:8]2[O:9][C:10]3[CH:20]=[C:19]([N+:21]([O-])=O)[C:18]([C:24]4[CH:29]=[CH:28][CH:27]=[C:26]([C:30](=[O:41])[NH:31][C:32]([C:35]5[CH:40]=[CH:39][CH:38]=[CH:37][CH:36]=5)([CH3:34])[CH3:33])[CH:25]=4)=[CH:17][C:11]=3[C:12]=2[C:13]([NH:15][CH3:16])=[O:14])=[CH:4][CH:3]=1. The catalyst is C(O)C.CC(O)=O.CCOC(C)=O.[Fe]. The product is [NH2:21][C:19]1[C:18]([C:24]2[CH:29]=[CH:28][CH:27]=[C:26]([C:30](=[O:41])[NH:31][C:32]([C:35]3[CH:36]=[CH:37][CH:38]=[CH:39][CH:40]=3)([CH3:34])[CH3:33])[CH:25]=2)=[CH:17][C:11]2[C:12]([C:13]([NH:15][CH3:16])=[O:14])=[C:8]([C:5]3[CH:4]=[CH:3][C:2]([F:1])=[CH:7][CH:6]=3)[O:9][C:10]=2[CH:20]=1. The yield is 0.470. (7) The reactants are [CH2:1]([C@@H:5]1[NH:10][CH2:9][C@H:8]([CH2:11][CH:12]([CH3:14])[CH3:13])[NH:7][C:6]1=[O:15])[CH:2]([CH3:4])[CH3:3].[F:16][C:17]1[CH:18]=[C:19]([CH:25]=[C:26]([F:29])[C:27]=1[F:28])[CH:20]=[CH:21][C:22](O)=[O:23].C([C@@H]1N(C(=O)/C=C/C2C=CC=CC=2)C[C@H](CC(C)C)NC1=O)C(C)C. No catalyst specified. The product is [CH2:1]([C@@H:5]1[N:10]([C:22](=[O:23])[CH:21]=[CH:20][C:19]2[CH:18]=[C:17]([F:16])[C:27]([F:28])=[C:26]([F:29])[CH:25]=2)[CH2:9][C@H:8]([CH2:11][CH:12]([CH3:14])[CH3:13])[NH:7][C:6]1=[O:15])[CH:2]([CH3:4])[CH3:3]. The yield is 0.960. (8) The reactants are C([O:8][C:9](=[O:28])[CH2:10][O:11][C:12]1[CH:17]=[CH:16][C:15]([CH2:18][C@H:19]([O:25][CH2:26][CH3:27])[C:20]([O:22][CH2:23][CH3:24])=[O:21])=[CH:14][CH:13]=1)C1C=CC=CC=1. The catalyst is [Pd].C1COCC1. The product is [CH2:26]([O:25][C@H:19]([C:20]([O:22][CH2:23][CH3:24])=[O:21])[CH2:18][C:15]1[CH:16]=[CH:17][C:12]([O:11][CH2:10][C:9]([OH:28])=[O:8])=[CH:13][CH:14]=1)[CH3:27]. The yield is 0.970. (9) The reactants are C=O.C[CH:4]([OH:6])[CH3:5].[CH2:7]([C:11]1[NH:12]C=[C:14]([C:16]2[CH:21]=[CH:20][C:19]([F:22])=[CH:18][CH:17]=2)[N:15]=1)[CH2:8][CH2:9][CH3:10].C(=O)([O-])[O-].[K+].[K+]. The catalyst is C(Cl)(Cl)Cl.CO.O.CN(C)C=O. The product is [CH2:7]([C:11]1[NH:12][C:5]([CH2:4][OH:6])=[C:14]([C:16]2[CH:21]=[CH:20][C:19]([F:22])=[CH:18][CH:17]=2)[N:15]=1)[CH2:8][CH2:9][CH3:10]. The yield is 0.525.